This data is from Forward reaction prediction with 1.9M reactions from USPTO patents (1976-2016). The task is: Predict the product of the given reaction. (1) Given the reactants [Cl:1][S:2]([OH:5])(=O)=[O:3].[CH2:6]([O:8][C:9](=[O:19])[CH2:10][O:11][C:12]1[CH:17]=[CH:16][CH:15]=[CH:14][C:13]=1[Br:18])[CH3:7], predict the reaction product. The product is: [CH2:6]([O:8][C:9](=[O:19])[CH2:10][O:11][C:12]1[CH:17]=[CH:16][C:15]([S:2]([Cl:1])(=[O:5])=[O:3])=[CH:14][C:13]=1[Br:18])[CH3:7]. (2) The product is: [F:16][C:15]([F:18])([F:17])[C@@H:14]1[NH:13][CH2:12][C:11]2[CH:10]=[CH:9][C:4]([C:5]([O:7][CH3:8])=[O:6])=[CH:3][C:2]=2[O:20][CH2:19]1. Given the reactants Br[C:2]1[CH:3]=[C:4]([CH:9]=[CH:10][C:11]=1[CH2:12][NH:13][C@H:14]([CH2:19][OH:20])[C:15]([F:18])([F:17])[F:16])[C:5]([O:7][CH3:8])=[O:6].C([O-])([O-])=O.[K+].[K+], predict the reaction product. (3) Given the reactants [CH3:1][N:2]1[C:10]2[C:5](=[CH:6][C:7]([N+:11]([O-])=O)=[CH:8][CH:9]=2)[C:4]([C:14]2[CH:19]=[CH:18][CH:17]=[CH:16][CH:15]=2)=[C:3]1[C:20]([O:22]CC)=[O:21].[C:25]([C:29]1[CH:34]=[CH:33][C:32]([S:35](Cl)(=[O:37])=[O:36])=[CH:31][CH:30]=1)([CH3:28])([CH3:27])[CH3:26], predict the reaction product. The product is: [C:25]([C:29]1[CH:34]=[CH:33][C:32]([S:35]([NH:11][C:7]2[CH:6]=[C:5]3[C:10](=[CH:9][CH:8]=2)[N:2]([CH3:1])[C:3]([C:20]([OH:22])=[O:21])=[C:4]3[C:14]2[CH:19]=[CH:18][CH:17]=[CH:16][CH:15]=2)(=[O:37])=[O:36])=[CH:31][CH:30]=1)([CH3:28])([CH3:26])[CH3:27]. (4) Given the reactants [CH2:1]([Li])[CH2:2][CH2:3]C.C[N:7]([CH3:10])CC.C(#N)C.[Cl:14][C:15]1[CH:16]=[C:17]([N:31]2[C:36](=[O:37])[NH:35][C:34](=[O:38])[CH:33]=[N:32]2)[CH:18]=[C:19]([Cl:30])[C:20]=1[C:21](=O)C1C=CC(Cl)=CC=1.[NH4+].[Cl-:40].[CH2:41]1[CH2:45][O:44][CH2:43][CH2:42]1, predict the reaction product. The product is: [Cl:30][C:19]1[CH:18]=[C:17]([N:31]2[C:36](=[O:37])[NH:35][C:34](=[O:38])[CH:33]=[N:32]2)[CH:16]=[C:15]([Cl:14])[C:20]=1[CH2:21][C:45]([C:41]1[CH:3]=[CH:2][C:1]([Cl:40])=[CH:43][CH:42]=1)([OH:44])[C:10]#[N:7]. (5) The product is: [Br:1][C:2]1[C:3](=[O:21])[N:4]([C:22]([O:24][C:25]([CH3:28])([CH3:27])[CH3:26])=[O:23])[N:5]=[CH:6][C:7]=1[NH:8][CH2:9][C@@H:10]1[CH2:12][C@H:11]1[C:13]1[CH:18]=[CH:17][CH:16]=[CH:15][C:14]=1[O:19][CH3:20]. Given the reactants [Br:1][C:2]1[C:3](=[O:21])[NH:4][N:5]=[CH:6][C:7]=1[NH:8][CH2:9][C@@H:10]1[CH2:12][C@H:11]1[C:13]1[CH:18]=[CH:17][CH:16]=[CH:15][C:14]=1[O:19][CH3:20].[C:22](O[C:22]([O:24][C:25]([CH3:28])([CH3:27])[CH3:26])=[O:23])([O:24][C:25]([CH3:28])([CH3:27])[CH3:26])=[O:23].C(N(CC)CC)C, predict the reaction product.